From a dataset of hERG Central: cardiac toxicity at 1µM, 10µM, and general inhibition. Predict hERG channel inhibition at various concentrations. (1) The compound is CCOc1ccc(C(C(=O)NC2CCCC2)N(CCCO)C(=O)c2ccc(-c3ccccc3)[nH]2)cc1. Results: hERG_inhib (hERG inhibition (general)): blocker. (2) The compound is c1ccc(CC(Nc2ccccn2)c2ccccc2)cc1. Results: hERG_inhib (hERG inhibition (general)): blocker. (3) The compound is Cl.Clc1ccc(CN2C3=NCCN3c3ccccc32)cc1Cl. Results: hERG_inhib (hERG inhibition (general)): blocker.